This data is from Reaction yield outcomes from USPTO patents with 853,638 reactions. The task is: Predict the reaction yield, written as a fraction of the theoretical maximum amount of product (1.0 means a 100% yield; for example, 0.34 means a 34% yield). (1) The catalyst is C(Cl)Cl. The reactants are [NH:1]([C:67]([CH3:69])=[O:68])[C@H:2]([C:18]([NH:20][C@H:21]([C:26]([N:28]1[CH2:66][CH2:65][CH2:64][C@H:29]1[C:30]([NH:32][C@H:33]([C:45]([N:47]1[CH2:63][CH2:62][CH2:61][C@H:48]1[C:49]([NH:51][CH2:52][CH2:53][CH2:54][C:55]1[CH:60]=[CH:59][CH:58]=[CH:57][CH:56]=1)=[O:50])=[O:46])[CH2:34][CH2:35][CH2:36][NH:37]C(OC(C)(C)C)=O)=[O:31])=[O:27])[CH2:22][CH:23]([CH3:25])[CH3:24])=[O:19])[CH2:3][C:4]1[CH:9]=[CH:8][C:7]([O:10][CH2:11][C:12]2[CH:17]=[CH:16][CH:15]=[CH:14][CH:13]=2)=[CH:6][CH:5]=1.C(O)(C(F)(F)F)=O. The product is [NH:1]([C:67]([CH3:69])=[O:68])[C@H:2]([C:18]([NH:20][C@H:21]([C:26]([N:28]1[CH2:66][CH2:65][CH2:64][C@H:29]1[C:30]([NH:32][C@H:33]([C:45]([N:47]1[CH2:63][CH2:62][CH2:61][C@H:48]1[C:49]([NH:51][CH2:52][CH2:53][CH2:54][C:55]1[CH:60]=[CH:59][CH:58]=[CH:57][CH:56]=1)=[O:50])=[O:46])[CH2:34][CH2:35][CH2:36][NH2:37])=[O:31])=[O:27])[CH2:22][CH:23]([CH3:24])[CH3:25])=[O:19])[CH2:3][C:4]1[CH:5]=[CH:6][C:7]([O:10][CH2:11][C:12]2[CH:13]=[CH:14][CH:15]=[CH:16][CH:17]=2)=[CH:8][CH:9]=1. The yield is 0.640. (2) The reactants are C([Li])CCC.C(NC(C)C)(C)C.[CH3:13][C:14]1[CH:19]=[N:18][CH:17]=[CH:16][N:15]=1.[CH2:20]([O:22][C:23](=[O:27])[CH2:24][CH2:25]Br)[CH3:21]. The catalyst is C1COCC1. The product is [CH2:20]([O:22][C:23](=[O:27])[CH2:24][CH2:25][CH2:13][C:14]1[CH:19]=[N:18][CH:17]=[CH:16][N:15]=1)[CH3:21]. The yield is 0.330. (3) The product is [CH:28]1([C:26]([NH:25][C:23]2[N:24]=[C:19]3[CH:18]=[CH:17][C:16]([O:15][C:14]4[CH:31]=[CH:32][C:33]([CH3:34])=[C:12]([NH:11][C:7]([CH:6]5[N:2]([CH3:1])[N:3]=[C:4]([CH3:10])[CH2:5]5)=[O:9])[CH:13]=4)=[N:21][N:20]3[CH:22]=2)=[O:27])[CH2:29][CH2:30]1. The reactants are [CH3:1][N:2]1[CH:6]([C:7]([OH:9])=O)[CH2:5][C:4]([CH3:10])=[N:3]1.[NH2:11][C:12]1[CH:13]=[C:14]([CH:31]=[CH:32][C:33]=1[CH3:34])[O:15][C:16]1[CH:17]=[CH:18][C:19]2[N:20]([CH:22]=[C:23]([NH:25][C:26]([CH:28]3[CH2:30][CH2:29]3)=[O:27])[N:24]=2)[N:21]=1.C(N(CC)C(C)C)(C)C. The catalyst is CN(C)C=O. The yield is 0.720.